Dataset: TCR-epitope binding with 47,182 pairs between 192 epitopes and 23,139 TCRs. Task: Binary Classification. Given a T-cell receptor sequence (or CDR3 region) and an epitope sequence, predict whether binding occurs between them. (1) The epitope is TLIGDCATV. Result: 0 (the TCR does not bind to the epitope). The TCR CDR3 sequence is CASSVDGSGVTYEQYF. (2) The epitope is KLSYGIATV. The TCR CDR3 sequence is CASSWGGTSGSYEQYF. Result: 1 (the TCR binds to the epitope). (3) The TCR CDR3 sequence is CASSLAPGLVPDEQFF. Result: 1 (the TCR binds to the epitope). The epitope is ILGLPTQTV. (4) The TCR CDR3 sequence is CASSIRSHYEQYF. The epitope is AYAQKIFKI. Result: 0 (the TCR does not bind to the epitope). (5) The epitope is RLDKVEAEV. The TCR CDR3 sequence is CAGPQGRETQYF. Result: 0 (the TCR does not bind to the epitope). (6) The epitope is GTSGSPIVNR. The TCR CDR3 sequence is CSARDVHRGIEQYF. Result: 0 (the TCR does not bind to the epitope). (7) The epitope is PROT_97E67BCC. The TCR CDR3 sequence is CASSARTSGGTDTQYF. Result: 1 (the TCR binds to the epitope).